This data is from Acute oral toxicity (LD50) regression data from Zhu et al.. The task is: Regression/Classification. Given a drug SMILES string, predict its toxicity properties. Task type varies by dataset: regression for continuous values (e.g., LD50, hERG inhibition percentage) or binary classification for toxic/non-toxic outcomes (e.g., AMES mutagenicity, cardiotoxicity, hepatotoxicity). Dataset: ld50_zhu. The compound is CC(=O)c1ccc2c(c1)C(=O)C1(CC1)O2. The rat oral LD50 is 1.57, given as -log10 of the dose in mol/kg body weight (higher means more acutely toxic).